From a dataset of Reaction yield outcomes from USPTO patents with 853,638 reactions. Predict the reaction yield, written as a fraction of the theoretical maximum amount of product (1.0 means a 100% yield; for example, 0.34 means a 34% yield). (1) The reactants are [CH3:1][C:2]1([CH3:10])[O:6][C@H:5]([CH:7]=[N:8][OH:9])[CH2:4][O:3]1.[Cl:11]N1C(=O)CCC1=O.CCOCC.O. The catalyst is CN(C=O)C. The product is [OH:9][N:8]=[C:7]([Cl:11])[C@@H:5]1[CH2:4][O:3][C:2]([CH3:10])([CH3:1])[O:6]1. The yield is 0.785. (2) The reactants are C([O:5][C:6]([CH:8]1[CH:12]([C:13]2[CH:18]=[CH:17][CH:16]=[C:15]([Cl:19])[C:14]=2[F:20])[C:11]([C:23]2[CH:28]=[CH:27][C:26]([Cl:29])=[CH:25][C:24]=2[F:30])([C:21]#[N:22])[CH:10]([CH2:31][CH:32]2[CH2:37][CH2:36][O:35][CH2:34][CH2:33]2)[NH:9]1)=[O:7])(C)(C)C.[F:38][C:39]([F:44])([F:43])[C:40]([OH:42])=[O:41]. The catalyst is ClCCl. The product is [F:38][C:39]([F:44])([F:43])[C:40]([OH:42])=[O:41].[Cl:19][C:15]1[C:14]([F:20])=[C:13]([CH:12]2[C:11]([C:23]3[CH:28]=[CH:27][C:26]([Cl:29])=[CH:25][C:24]=3[F:30])([C:21]#[N:22])[CH:10]([CH2:31][CH:32]3[CH2:33][CH2:34][O:35][CH2:36][CH2:37]3)[NH:9][CH:8]2[C:6]([OH:7])=[O:5])[CH:18]=[CH:17][CH:16]=1. The yield is 0.800. (3) The reactants are [CH2:1]1[C:10]2[C:5](=[CH:6][CH:7]=[CH:8][CH:9]=2)[CH:4]=[CH:3][CH2:2]1.[N:11]([O-:13])=[O:12].[Na+].C(OC(C)C)(=O)C.II.C(OO)(=O)C.S(S([O-])=O)([O-])(=O)=O.[Na+].[Na+]. The catalyst is C(O)(=O)C. The product is [N+:11]([C:7]1[CH2:8][CH2:9][C:10]2[C:5](=[CH:4][CH:3]=[CH:2][CH:1]=2)[CH:6]=1)([O-:13])=[O:12]. The yield is 0.730.